Task: Predict the reactants needed to synthesize the given product.. Dataset: Full USPTO retrosynthesis dataset with 1.9M reactions from patents (1976-2016) (1) Given the product [C:1]([C:3]1[C:4]([CH2:24][C:25]([CH3:28])([CH3:27])[CH3:26])=[N:5][C:6]([CH3:23])=[C:7]([C:15]=1[C:16]1[CH:21]=[CH:20][C:19]([CH3:22])=[CH:18][CH:17]=1)[C:8]([OH:10])=[O:9])#[N:2], predict the reactants needed to synthesize it. The reactants are: [C:1]([C:3]1[C:4]([CH2:24][C:25]([CH3:28])([CH3:27])[CH3:26])=[N:5][C:6]([CH3:23])=[C:7]([C:15]=1[C:16]1[CH:21]=[CH:20][C:19]([CH3:22])=[CH:18][CH:17]=1)[C:8]([O:10]C(C)(C)C)=[O:9])#[N:2]. (2) Given the product [CH3:3][CH:2]([O:4][C:5]1[CH:10]=[C:9]([C:21]2[CH:44]=[CH:43][C:24]3[N:25]=[C:26]([NH:28][C:29]4[CH:34]=[CH:33][N:32]=[C:31]([NH:35][C@H:36]5[CH2:37][CH2:38][C@H:39]([OH:42])[CH2:40][CH2:41]5)[N:30]=4)[S:27][C:23]=3[CH:22]=2)[CH:8]=[N:7][CH:6]=1)[CH3:1], predict the reactants needed to synthesize it. The reactants are: [CH3:1][CH:2]([O:4][C:5]1[CH:6]=[N:7][CH:8]=[C:9](B2OC(C)(C)C(C)(C)O2)[CH:10]=1)[CH3:3].Br[C:21]1[CH:44]=[CH:43][C:24]2[N:25]=[C:26]([NH:28][C:29]3[CH:34]=[CH:33][N:32]=[C:31]([NH:35][C@H:36]4[CH2:41][CH2:40][C@H:39]([OH:42])[CH2:38][CH2:37]4)[N:30]=3)[S:27][C:23]=2[CH:22]=1.C(=O)([O-])[O-].[Cs+].[Cs+]. (3) Given the product [Cl:14][C:4]1[C:3]([O:2][CH3:1])=[CH:12][CH:11]=[C:10]2[C:5]=1[CH2:6][CH2:7][CH2:8][C:9]2=[O:13], predict the reactants needed to synthesize it. The reactants are: [CH3:1][O:2][C:3]1[CH:4]=[C:5]2[C:10](=[CH:11][CH:12]=1)[C:9](=[O:13])[CH2:8][CH2:7][CH2:6]2.[Cl:14]N1C(=O)CCC1=O.S(=O)(=O)(O)O. (4) The reactants are: [C:1]([C:3]1[CH:4]=[C:5]2[C:9](=[CH:10][CH:11]=1)[N:8]([C:12]([O:14][C:15]([CH3:18])([CH3:17])[CH3:16])=[O:13])[C:7]([C:19]1[CH:24]=[CH:23][CH:22]=[CH:21][CH:20]=1)=[CH:6]2)#[N:2].[Br:25]N1C(=O)CCC1=O. Given the product [Br:25][C:6]1[C:5]2[C:9](=[CH:10][CH:11]=[C:3]([C:1]#[N:2])[CH:4]=2)[N:8]([C:12]([O:14][C:15]([CH3:18])([CH3:17])[CH3:16])=[O:13])[C:7]=1[C:19]1[CH:20]=[CH:21][CH:22]=[CH:23][CH:24]=1, predict the reactants needed to synthesize it. (5) Given the product [CH:44]1([NH:43][C:42](=[O:14])[NH:41][CH:35]2[CH2:36][CH2:37][CH2:38][CH2:39][CH2:40]2)[CH2:49][CH2:48][CH2:47][CH2:46][CH2:45]1, predict the reactants needed to synthesize it. The reactants are: C(C(O)=O)(C(O)=[O:14])CCCCCCCCCCC.COS([O-])(=O)=O.OC1C=CC([S+](C)C)=CC=1.[CH:35]1([N:41]=[C:42]=[N:43][CH:44]2[CH2:49][CH2:48][CH2:47][CH2:46][CH2:45]2)[CH2:40][CH2:39][CH2:38][CH2:37][CH2:36]1. (6) Given the product [C:12]([C:7]1([C:14]2[C:22]3[C:21]4[CH:23]=[CH:24][CH:25]=[CH:26][C:20]=4[O:19][C:18]=3[C:17]([O:27][CH3:28])=[CH:16][CH:15]=2)[CH2:8][CH2:9][C:10]2[N:36]=[C:34]([NH:33][CH2:29][C:30]([OH:32])=[O:31])[N:35]=[CH:4][C:5]=2[CH2:6]1)#[N:13], predict the reactants needed to synthesize it. The reactants are: CN(/[CH:4]=[C:5]1\[CH2:6][C:7]([C:14]2[C:22]3[C:21]4[CH:23]=[CH:24][CH:25]=[CH:26][C:20]=4[O:19][C:18]=3[C:17]([O:27][CH3:28])=[CH:16][CH:15]=2)([C:12]#[N:13])[CH2:8][CH2:9][C:10]\1=O)C.[CH2:29]([N:33]=[C:34]([NH2:36])[NH2:35])[C:30]([OH:32])=[O:31].[OH-].[Na+]. (7) The reactants are: [C:1](Br)(=[O:4])CC.[O:6]1[CH2:11]CCOO1.[C:12]([OH:19])(=[O:18])[CH2:13][CH2:14][C:15]([OH:17])=[O:16].[CH:20](N(C(C)C)CC)(C)C. Given the product [O:16]1[C:15](=[O:17])[CH2:14][CH2:13][C:12](=[O:19])[O:18][CH2:1][O:4][CH2:11][O:6][CH2:20]1, predict the reactants needed to synthesize it. (8) Given the product [NH2:34][C:31]1[N:32]=[CH:33][C:28]([C:18]2[CH:26]=[CH:25][C:21]([CH:22]=[O:23])=[CH:20][CH:19]=2)=[N:29][C:30]=1[NH:35][CH2:36][C:37]1[C:42]([F:43])=[CH:41][CH:40]=[CH:39][C:38]=1[F:44], predict the reactants needed to synthesize it. The reactants are: NC1N=CC([C:18]2[CH:26]=[CH:25][C:21]([C:22](O)=[O:23])=[CH:20][CH:19]=2)=NC=1NCC1C(Cl)=CC=CC=1Cl.Br[C:28]1[N:29]=[C:30]([NH:35][CH2:36][C:37]2[C:42]([F:43])=[CH:41][CH:40]=[CH:39][C:38]=2[F:44])[C:31]([NH2:34])=[N:32][CH:33]=1.CC1(C)C(C)(C)OB(C2C=CC(C=O)=CC=2)O1. (9) Given the product [CH3:24][NH:23][C:21]([C:17]1[C:16]2[CH:25]=[CH:26][C:13]([O:12][C:6]3[C:5]4[C:10](=[CH:11][C:2]([O:1][CH2:28][CH:29]5[CH2:31][O:34][C:32](=[O:35])[O:33]5)=[CH:3][CH:4]=4)[N:9]=[CH:8][CH:7]=3)=[CH:14][C:15]=2[O:19][C:18]=1[CH3:20])=[O:22], predict the reactants needed to synthesize it. The reactants are: [OH:1][C:2]1[CH:11]=[C:10]2[C:5]([C:6]([O:12][C:13]3[CH:26]=[CH:25][C:16]4[C:17]([C:21]([NH:23][CH3:24])=[O:22])=[C:18]([CH3:20])[O:19][C:15]=4[CH:14]=3)=[CH:7][CH:8]=[N:9]2)=[CH:4][CH:3]=1.Br[CH2:28][CH:29]1[CH2:31]O1.[C:32]([O-:35])([O-:34])=[O:33].[K+].[K+]. (10) Given the product [F:31][C:32]1[CH:37]=[C:36]([F:38])[CH:35]=[CH:34][C:33]=1[C:7]1[C:12]2[O:13][CH:14]([CH2:17][O:18][S:19]([C:22]3[CH:27]=[CH:26][C:25]([CH3:28])=[CH:24][CH:23]=3)(=[O:21])=[O:20])[CH2:15][O:16][C:11]=2[CH:10]=[CH:9][CH:8]=1, predict the reactants needed to synthesize it. The reactants are: FC(F)(F)S(O[C:7]1[C:12]2[O:13][CH:14]([CH2:17][O:18][S:19]([C:22]3[CH:27]=[CH:26][C:25]([CH3:28])=[CH:24][CH:23]=3)(=[O:21])=[O:20])[CH2:15][O:16][C:11]=2[CH:10]=[CH:9][CH:8]=1)(=O)=O.[F:31][C:32]1[CH:37]=[C:36]([F:38])[CH:35]=[CH:34][C:33]=1B(O)O.